From a dataset of Forward reaction prediction with 1.9M reactions from USPTO patents (1976-2016). Predict the product of the given reaction. (1) Given the reactants [C:1]([C:3]1[CH:4]=[CH:5][C:6]([N+:35]([O-])=O)=[C:7]([NH:9][C:10]2[N:15]=[C:14]3[N:16]([C@@H:27]([C:29]4[CH:30]=[N:31][CH:32]=[CH:33][CH:34]=4)[CH3:28])[C:17](=[O:26])[N:18]([C:19]([O:21][C:22]([CH3:25])([CH3:24])[CH3:23])=[O:20])[C:13]3=[CH:12][CH:11]=2)[CH:8]=1)#[N:2].[O-]S(S([O-])=O)=O.[Na+].[Na+].C([O-])(O)=O.[Na+], predict the reaction product. The product is: [NH2:35][C:6]1[CH:5]=[CH:4][C:3]([C:1]#[N:2])=[CH:8][C:7]=1[NH:9][C:10]1[N:15]=[C:14]2[N:16]([C@@H:27]([C:29]3[CH:30]=[N:31][CH:32]=[CH:33][CH:34]=3)[CH3:28])[C:17](=[O:26])[N:18]([C:19]([O:21][C:22]([CH3:25])([CH3:23])[CH3:24])=[O:20])[C:13]2=[CH:12][CH:11]=1. (2) Given the reactants [Cl:1][C:2]1[C:3]([NH:12][C:13]2[C:18]([Cl:19])=[CH:17][N:16]=[C:15](Cl)[N:14]=2)=[C:4]([CH:9]=[CH:10][CH:11]=1)[C:5]([NH:7][CH3:8])=[O:6].[NH2:21][C:22]1[CH:35]=[CH:34][C:25]2[NH:26][C:27](=[O:33])[CH2:28][CH2:29][C:30]([CH3:32])([CH3:31])[C:24]=2[CH:23]=1.Cl, predict the reaction product. The product is: [Cl:1][C:2]1[C:3]([NH:12][C:13]2[C:18]([Cl:19])=[CH:17][N:16]=[C:15]([NH:21][C:22]3[CH:35]=[CH:34][C:25]4[NH:26][C:27](=[O:33])[CH2:28][CH2:29][C:30]([CH3:32])([CH3:31])[C:24]=4[CH:23]=3)[N:14]=2)=[C:4]([CH:9]=[CH:10][CH:11]=1)[C:5]([NH:7][CH3:8])=[O:6]. (3) Given the reactants [CH3:1][O:2][C:3]1[CH:12]=[C:11]2[C:6]([C:7]([C:14]3[CH:19]=[CH:18][CH:17]=[CH:16][CH:15]=3)=[N:8][NH:9][C:10]2=O)=[CH:5][CH:4]=1.O.[OH-].[Na+].P(Cl)(Cl)([Cl:25])=O, predict the reaction product. The product is: [Cl:25][C:10]1[C:11]2[C:6](=[CH:5][CH:4]=[C:3]([O:2][CH3:1])[CH:12]=2)[C:7]([C:14]2[CH:19]=[CH:18][CH:17]=[CH:16][CH:15]=2)=[N:8][N:9]=1. (4) Given the reactants Cl[CH2:2][CH2:3][CH2:4][C:5]([C:7]1[CH:12]=[CH:11][C:10]([NH:13]C(=O)C)=[CH:9][CH:8]=1)=[O:6].[OH-].[Na+], predict the reaction product. The product is: [NH2:13][C:10]1[CH:9]=[CH:8][C:7]([C:5]([CH:4]2[CH2:3][CH2:2]2)=[O:6])=[CH:12][CH:11]=1. (5) Given the reactants [C:1]([O:5][C:6]([N:8]1[CH2:12][C@@H:11]([F:13])[CH2:10][C@H:9]1[C:14](O)=[O:15])=[O:7])([CH3:4])([CH3:3])[CH3:2], predict the reaction product. The product is: [F:13][C@@H:11]1[CH2:12][N:8]([C:6]([O:5][C:1]([CH3:2])([CH3:3])[CH3:4])=[O:7])[C@H:9]([CH2:14][OH:15])[CH2:10]1. (6) Given the reactants [Cl:1][C:2]1[CH:3]=[C:4]([CH2:9][S:10]([C:13]2[CH:14]=[C:15]3[C:19](=[CH:20][CH:21]=2)[NH:18][C:17](=[O:22])/[C:16]/3=[CH:23]\[C:24]2[NH:28][C:27]([CH3:29])=[C:26]([C:30]([OH:32])=O)[C:25]=2[CH3:33])(=[O:12])=[O:11])[CH:5]=[C:6]([Cl:8])[CH:7]=1.[N:34]1([CH2:39][C@@H:40]2[CH2:44][CH2:43][CH2:42][NH:41]2)[CH2:38][CH2:37][CH2:36][CH2:35]1.C1C=CC2N(O)N=NC=2C=1.CCN=C=NCCCN(C)C.Cl, predict the reaction product. The product is: [Cl:8][C:6]1[CH:5]=[C:4]([CH2:9][S:10]([C:13]2[CH:14]=[C:15]3[C:19](=[CH:20][CH:21]=2)[NH:18][C:17](=[O:22])/[C:16]/3=[CH:23]\[C:24]2[NH:28][C:27]([CH3:29])=[C:26]([C:30]([N:41]3[CH2:42][CH2:43][CH2:44][C@H:40]3[CH2:39][N:34]3[CH2:38][CH2:37][CH2:36][CH2:35]3)=[O:32])[C:25]=2[CH3:33])(=[O:11])=[O:12])[CH:3]=[C:2]([Cl:1])[CH:7]=1.